This data is from NCI-60 drug combinations with 297,098 pairs across 59 cell lines. The task is: Regression. Given two drug SMILES strings and cell line genomic features, predict the synergy score measuring deviation from expected non-interaction effect. (1) Drug 1: CC1=C2C(C(=O)C3(C(CC4C(C3C(C(C2(C)C)(CC1OC(=O)C(C(C5=CC=CC=C5)NC(=O)OC(C)(C)C)O)O)OC(=O)C6=CC=CC=C6)(CO4)OC(=O)C)OC)C)OC. Drug 2: C1CC(C1)(C(=O)O)C(=O)O.[NH2-].[NH2-].[Pt+2]. Cell line: T-47D. Synergy scores: CSS=43.9, Synergy_ZIP=6.30, Synergy_Bliss=6.52, Synergy_Loewe=0.158, Synergy_HSA=9.25. (2) Drug 1: CC1CCC2CC(C(=CC=CC=CC(CC(C(=O)C(C(C(=CC(C(=O)CC(OC(=O)C3CCCCN3C(=O)C(=O)C1(O2)O)C(C)CC4CCC(C(C4)OC)O)C)C)O)OC)C)C)C)OC. Drug 2: C1=CN(C=N1)CC(O)(P(=O)(O)O)P(=O)(O)O. Cell line: HCT116. Synergy scores: CSS=4.98, Synergy_ZIP=0.697, Synergy_Bliss=4.95, Synergy_Loewe=4.82, Synergy_HSA=2.78. (3) Drug 1: CC1OCC2C(O1)C(C(C(O2)OC3C4COC(=O)C4C(C5=CC6=C(C=C35)OCO6)C7=CC(=C(C(=C7)OC)O)OC)O)O. Synergy scores: CSS=18.0, Synergy_ZIP=-6.74, Synergy_Bliss=-3.99, Synergy_Loewe=-8.15, Synergy_HSA=-2.28. Drug 2: CS(=O)(=O)OCCCCOS(=O)(=O)C. Cell line: MDA-MB-231.